Dataset: Catalyst prediction with 721,799 reactions and 888 catalyst types from USPTO. Task: Predict which catalyst facilitates the given reaction. (1) Reactant: [N+:1]([C:4]1[CH:12]=[CH:11][C:7]([C:8]([OH:10])=[O:9])=[CH:6][CH:5]=1)([O-:3])=[O:2].C(=O)([O-])[O-].[K+].[K+].[CH2:19](Br)[C:20]1[CH:25]=[CH:24][CH:23]=[CH:22][CH:21]=1. Product: [N+:1]([C:4]1[CH:5]=[CH:6][C:7]([C:8]([O:10][CH2:19][C:20]2[CH:25]=[CH:24][CH:23]=[CH:22][CH:21]=2)=[O:9])=[CH:11][CH:12]=1)([O-:3])=[O:2]. The catalyst class is: 23. (2) Reactant: C(OC([N:8]([CH2:41][C:42]([O:44]C(C)(C)C)=[O:43])[C:9]1[CH:14]=[CH:13][CH:12]=[C:11]([CH:15]([CH2:26][C:27]2[CH:32]=[CH:31][C:30]([CH2:33][CH2:34][CH2:35][CH2:36][CH3:37])=[C:29]([N:38]([CH3:40])[CH3:39])[CH:28]=2)[NH:16][S:17]([C:20]2[CH:25]=[CH:24][CH:23]=[CH:22][N:21]=2)(=[O:19])=[O:18])[N:10]=1)=O)(C)(C)C.FC(F)(F)C(O)=O. Product: [CH3:40][N:38]([CH3:39])[C:29]1[CH:28]=[C:27]([CH:32]=[CH:31][C:30]=1[CH2:33][CH2:34][CH2:35][CH2:36][CH3:37])[CH2:26][CH:15]([NH:16][S:17]([C:20]1[CH:25]=[CH:24][CH:23]=[CH:22][N:21]=1)(=[O:19])=[O:18])[C:11]1[N:10]=[C:9]([NH:8][CH2:41][C:42]([OH:44])=[O:43])[CH:14]=[CH:13][CH:12]=1. The catalyst class is: 2. (3) Reactant: [C:1]1([C:7]2[C:20]([C:21]3[CH:26]=[CH:25][C:24]([C:27]4([NH:31]C(=O)OC(C)(C)C)[CH2:30][CH2:29][CH2:28]4)=[CH:23][CH:22]=3)=[N:19][C:10]3[CH2:11][CH2:12][C:13]4[CH:14]=[N:15][CH:16]=[N:17][C:18]=4[C:9]=3[CH:8]=2)[CH:6]=[CH:5][CH:4]=[CH:3][CH:2]=1. Product: [C:1]1([C:7]2[C:20]([C:21]3[CH:22]=[CH:23][C:24]([C:27]4([NH2:31])[CH2:30][CH2:29][CH2:28]4)=[CH:25][CH:26]=3)=[N:19][C:10]3[CH2:11][CH2:12][C:13]4[CH:14]=[N:15][CH:16]=[N:17][C:18]=4[C:9]=3[CH:8]=2)[CH:6]=[CH:5][CH:4]=[CH:3][CH:2]=1. The catalyst class is: 67. (4) Reactant: [Cl:1][C:2]1[C:11]2[N:10]=[N:9][C:8]3=[C:12]([CH3:15])[N:13]=[CH:14][N:7]3[C:6]=2[CH:5]=[C:4]([C:16]([F:19])([F:18])[F:17])[CH:3]=1.[Br:20]NC(=O)CCC(N)=O.O. Product: [Br:20][C:14]1[N:7]2[C:8]([N:9]=[N:10][C:11]3[C:2]([Cl:1])=[CH:3][C:4]([C:16]([F:18])([F:19])[F:17])=[CH:5][C:6]=32)=[C:12]([CH3:15])[N:13]=1. The catalyst class is: 10. (5) Reactant: [CH2:1]([O:8][C:9]([NH:11][C@H:12]([C:24]([OH:26])=O)[CH2:13][CH2:14][CH2:15][NH:16][C:17]([O:19][C:20]([CH3:23])([CH3:22])[CH3:21])=[O:18])=[O:10])[C:2]1[CH:7]=[CH:6][CH:5]=[CH:4][CH:3]=1.[C:27]([O:31][C:32](=[O:41])[NH:33][C@H:34]([CH2:39][OH:40])[CH2:35][CH2:36][CH2:37][NH2:38])([CH3:30])([CH3:29])[CH3:28].C(Cl)CCl.C1C=CC2N(O)N=NC=2C=1. Product: [CH2:1]([O:8][C:9](=[O:10])[NH:11][C@H:12]([C:24]([NH:38][CH2:37][CH2:36][CH2:35][C@H:34]([NH:33][C:32]([O:31][C:27]([CH3:30])([CH3:29])[CH3:28])=[O:41])[CH2:39][OH:40])=[O:26])[CH2:13][CH2:14][CH2:15][NH:16][C:17]([O:19][C:20]([CH3:21])([CH3:22])[CH3:23])=[O:18])[C:2]1[CH:3]=[CH:4][CH:5]=[CH:6][CH:7]=1. The catalyst class is: 9. (6) Reactant: [C:1]([Si:5]([CH3:25])([CH3:24])[O:6][CH:7]([CH2:19][CH2:20][CH2:21][CH2:22][CH3:23])[CH:8]=[CH:9][B:10]1[O:14]C(C)(C)C(C)(C)[O:11]1)([CH3:4])([CH3:3])[CH3:2]. The catalyst class is: 95. Product: [Si:5]([O:6][CH:7]([CH2:19][CH2:20][CH2:21][CH2:22][CH3:23])/[CH:8]=[CH:9]/[B:10]([OH:11])[OH:14])([C:1]([CH3:4])([CH3:3])[CH3:2])([CH3:25])[CH3:24]. (7) Reactant: [CH2:1]([NH:8][C:9]([C:11]1[S:15][C:14]([NH:16][C:17]2[N:22]=[CH:21][CH:20]=[CH:19][N:18]=2)=[N:13][C:12]=1[C:23]1[CH:28]=[CH:27][CH:26]=[CH:25][N:24]=1)=[O:10])[C:2]1[CH:7]=[CH:6][CH:5]=[CH:4][CH:3]=1.[ClH:29]. Product: [ClH:29].[CH2:1]([NH:8][C:9]([C:11]1[S:15][C:14]([NH:16][C:17]2[N:22]=[CH:21][CH:20]=[CH:19][N:18]=2)=[N:13][C:12]=1[C:23]1[CH:28]=[CH:27][CH:26]=[CH:25][N:24]=1)=[O:10])[C:2]1[CH:3]=[CH:4][CH:5]=[CH:6][CH:7]=1. The catalyst class is: 71.